Task: Predict which catalyst facilitates the given reaction.. Dataset: Catalyst prediction with 721,799 reactions and 888 catalyst types from USPTO (1) Reactant: [F:1][C:2]([F:28])([F:27])[C:3]([N:5]1[CH2:12][CH2:11][C@:10]2([CH3:16])[C:13]([CH3:15])([CH3:14])[C@H:6]1[CH2:7][C:8]1[CH:20]=[C:19]([N+:21]([O-])=O)[C:18]([N+:24]([O-])=O)=[CH:17][C:9]=12)=[O:4]. Product: [NH2:24][C:18]1[C:19]([NH2:21])=[CH:20][C:8]2[CH2:7][C@@H:6]3[C:13]([CH3:14])([CH3:15])[C@:10]([CH3:16])([C:9]=2[CH:17]=1)[CH2:11][CH2:12][N:5]3[C:3](=[O:4])[C:2]([F:28])([F:1])[F:27]. The catalyst class is: 43. (2) Reactant: CON(C)[C:4](=[O:21])[CH:5]([O:19][CH3:20])[C:6]1[CH:11]=[CH:10][C:9]([CH2:12][N:13]2[CH2:18][CH2:17][O:16][CH2:15][CH2:14]2)=[CH:8][CH:7]=1.[Br:23][C:24]1[C:29]([O:30][CH3:31])=[CH:28][C:27]([C:32]2[O:33][CH:34]=[CH:35][CH:36]=2)=[CH:26][C:25]=1[O:37][CH3:38]. Product: [Br:23][C:24]1[C:25]([O:37][CH3:38])=[CH:26][C:27]([C:32]2[O:33][C:34]([C:4](=[O:21])[CH:5]([O:19][CH3:20])[C:6]3[CH:7]=[CH:8][C:9]([CH2:12][N:13]4[CH2:14][CH2:15][O:16][CH2:17][CH2:18]4)=[CH:10][CH:11]=3)=[CH:35][CH:36]=2)=[CH:28][C:29]=1[O:30][CH3:31]. The catalyst class is: 25. (3) Reactant: [C:1]([NH:5][C:6](=[O:8])[OH:7])([CH3:4])([CH3:3])[CH3:2].[C:9]([NH:13][C:14](=[O:16])[OH:15])([CH3:12])([CH3:11])[CH3:10].Br[CH2:18][C:19]1[CH:20]=[CH:21][C:22]2[O:26][N:25]=[C:24]([NH2:27])[C:23]=2[CH:28]=1.[C:29]1(=[O:39])[C:37]2[C:32](=[CH:33][CH:34]=[CH:35][CH:36]=2)[C:31](=[O:38])[NH:30]1.C([O-])([O-])=O.[Cs+].[Cs+]. Product: [C:1]([NH:5][C:6](=[O:7])[OH:8])([CH3:4])([CH3:3])[CH3:2].[C:9]([NH:13][C:14](=[O:15])[OH:16])([CH3:12])([CH3:11])[CH3:10].[NH2:27][C:24]1[C:23]2[CH:28]=[C:19]([CH2:18][N:30]3[C:31](=[O:38])[C:32]4[C:37](=[CH:36][CH:35]=[CH:34][CH:33]=4)[C:29]3=[O:39])[CH:20]=[CH:21][C:22]=2[O:26][N:25]=1. The catalyst class is: 3. (4) Reactant: [Br:1][C:2]1[CH:3]=[CH:4][C:5]2[C:11]3[S:12][C:13]([C:15]([N:17]([C:19]4[CH:20]=[C:21]([CH:25]=[CH:26][C:27]=4[Cl:28])[C:22](O)=[O:23])[CH3:18])=[O:16])=[CH:14][C:10]=3[CH2:9][CH2:8][O:7][C:6]=2[CH:29]=1.CCN=C=NCCCN(C)C.C1C=CC2N(O)N=NC=2C=1.CCN(C(C)C)C(C)C.Cl.[OH:61][CH:62]1[CH2:65][NH:64][CH2:63]1. Product: [Br:1][C:2]1[CH:3]=[CH:4][C:5]2[C:11]3[S:12][C:13]([C:15]([N:17]([C:19]4[CH:20]=[C:21]([C:22]([N:64]5[CH2:65][CH:62]([OH:61])[CH2:63]5)=[O:23])[CH:25]=[CH:26][C:27]=4[Cl:28])[CH3:18])=[O:16])=[CH:14][C:10]=3[CH2:9][CH2:8][O:7][C:6]=2[CH:29]=1. The catalyst class is: 20.